From a dataset of Reaction yield outcomes from USPTO patents with 853,638 reactions. Predict the reaction yield, written as a fraction of the theoretical maximum amount of product (1.0 means a 100% yield; for example, 0.34 means a 34% yield). (1) The reactants are CCN(C(C)C)C(C)C.Cl[C:11]1[C:12]2[CH:19]=[CH:18][NH:17][C:13]=2[N:14]=[CH:15][N:16]=1.[Br:20][C:21]1[CH:22]=[C:23]([C:28]2([CH2:34][NH2:35])[CH2:33][CH2:32][NH:31][CH2:30][CH2:29]2)[CH:24]=[C:25]([F:27])[CH:26]=1. The catalyst is CCCCO. The product is [Br:20][C:21]1[CH:22]=[C:23]([C:28]2([CH2:34][NH2:35])[CH2:29][CH2:30][N:31]([C:11]3[C:12]4[CH:19]=[CH:18][NH:17][C:13]=4[N:14]=[CH:15][N:16]=3)[CH2:32][CH2:33]2)[CH:24]=[C:25]([F:27])[CH:26]=1. The yield is 0.431. (2) The yield is 0.790. The reactants are [F:1][C:2]1[CH:7]=[CH:6][C:5]([CH:8]2[N:12]([S:13]([C:16]3[CH:21]=[CH:20][C:19]([CH3:22])=[CH:18][CH:17]=3)(=[O:15])=[O:14])[CH:11]([CH2:23][OH:24])[CH2:10][CH2:9]2)=[CH:4][CH:3]=1.[H-].[Na+].[CH3:27]I. The catalyst is C1COCC1. The product is [F:1][C:2]1[CH:3]=[CH:4][C:5]([CH:8]2[CH2:9][CH2:10][CH:11]([CH2:23][O:24][CH3:27])[N:12]2[S:13]([C:16]2[CH:17]=[CH:18][C:19]([CH3:22])=[CH:20][CH:21]=2)(=[O:15])=[O:14])=[CH:6][CH:7]=1. (3) The reactants are [Cl:1][C:2]1[C:3]([O:12][C:13]2[CH:18]=[C:17]([O:19][CH2:20][CH2:21][O:22][CH3:23])[CH:16]=[CH:15][C:14]=2[CH2:24][C:25]([CH3:31])([CH3:30])[C:26]([O:28]C)=[O:27])=[N:4][CH:5]=[C:6]([C:8]([F:11])([F:10])[F:9])[CH:7]=1.S(=O)(=O)(O)O.C(O)(=O)C.O. The catalyst is O1CCCC1. The product is [Cl:1][C:2]1[C:3]([O:12][C:13]2[CH:18]=[C:17]([O:19][CH2:20][CH2:21][O:22][CH3:23])[CH:16]=[CH:15][C:14]=2[CH2:24][C:25]([CH3:31])([CH3:30])[C:26]([OH:28])=[O:27])=[N:4][CH:5]=[C:6]([C:8]([F:9])([F:11])[F:10])[CH:7]=1. The yield is 0.800.